From a dataset of Catalyst prediction with 721,799 reactions and 888 catalyst types from USPTO. Predict which catalyst facilitates the given reaction. Reactant: C(OC(=O)[NH:7][C:8]1[CH:13]=[CH:12][C:11]([C:14]([F:17])([F:16])[F:15])=[CH:10][C:9]=1[NH:18][C:19](=[O:37])[CH2:20][C:21]([C:23]1[CH:28]=[CH:27][CH:26]=[C:25]([C:29]2[CH:30]=[N:31][C:32]([C:35]#[N:36])=[CH:33][CH:34]=2)[CH:24]=1)=O)(C)(C)C.C(O)(C(F)(F)F)=O. Product: [O:37]=[C:19]1[CH2:20][C:21]([C:23]2[CH:24]=[C:25]([C:29]3[CH:34]=[CH:33][C:32]([C:35]#[N:36])=[N:31][CH:30]=3)[CH:26]=[CH:27][CH:28]=2)=[N:7][C:8]2[CH:13]=[CH:12][C:11]([C:14]([F:17])([F:16])[F:15])=[CH:10][C:9]=2[NH:18]1. The catalyst class is: 2.